From a dataset of Forward reaction prediction with 1.9M reactions from USPTO patents (1976-2016). Predict the product of the given reaction. The product is: [Br:1][C:2]1[CH:3]=[CH:4][C:5]([F:19])=[C:6]([C:8]2[N:17]=[C:16]([NH:32][C:29]3[CH:28]=[CH:27][C:26]([N:25]4[CH2:20][CH2:21][O:22][CH2:23][CH2:24]4)=[CH:31][CH:30]=3)[C:15]3[C:10](=[N:11][CH:12]=[CH:13][N:14]=3)[N:9]=2)[CH:7]=1. Given the reactants [Br:1][C:2]1[CH:3]=[CH:4][C:5]([F:19])=[C:6]([C:8]2[NH:17][C:16](=O)[C:15]3[C:10](=[N:11][CH:12]=[CH:13][N:14]=3)[N:9]=2)[CH:7]=1.[CH2:20]1[N:25]([C:26]2[CH:31]=[CH:30][C:29]([NH2:32])=[CH:28][CH:27]=2)[CH2:24][CH2:23][O:22][CH2:21]1.C(N(C1C=CN=CC=1)C1C2C(=NC=CN=2)N=C(C2C=C(Br)C=CC=2F)N=1)CCC, predict the reaction product.